Dataset: Full USPTO retrosynthesis dataset with 1.9M reactions from patents (1976-2016). Task: Predict the reactants needed to synthesize the given product. (1) Given the product [CH3:48][O:47][C:44]1[CH:43]=[CH:42][C:41]([CH2:40][N:8]([CH2:7][C:6]2[CH:5]=[CH:4][C:3]([O:2][CH3:1])=[CH:50][CH:49]=2)[C:9]2[N:10]=[CH:11][C:12]([C:15]3[C:16]4[CH2:29][CH2:28][N:27]([C:30]5[CH:38]=[CH:37][C:33]([C:34]([N:52]([CH3:51])[CH2:53][C:54]6[CH:55]=[N:56][CH:57]=[CH:58][CH:59]=6)=[O:36])=[CH:32][C:31]=5[F:39])[C:17]=4[N:18]=[C:19]([N:21]4[CH2:26][CH2:25][O:24][CH2:23][CH2:22]4)[N:20]=3)=[CH:13][N:14]=2)=[CH:46][CH:45]=1, predict the reactants needed to synthesize it. The reactants are: [CH3:1][O:2][C:3]1[CH:50]=[CH:49][C:6]([CH2:7][N:8]([CH2:40][C:41]2[CH:46]=[CH:45][C:44]([O:47][CH3:48])=[CH:43][CH:42]=2)[C:9]2[N:14]=[CH:13][C:12]([C:15]3[C:16]4[CH2:29][CH2:28][N:27]([C:30]5[CH:38]=[CH:37][C:33]([C:34]([OH:36])=O)=[CH:32][C:31]=5[F:39])[C:17]=4[N:18]=[C:19]([N:21]4[CH2:26][CH2:25][O:24][CH2:23][CH2:22]4)[N:20]=3)=[CH:11][N:10]=2)=[CH:5][CH:4]=1.[CH3:51][NH:52][CH2:53][C:54]1[CH:55]=[N:56][CH:57]=[CH:58][CH:59]=1. (2) Given the product [F:1][C:2]([F:7])([F:6])[C:3]([N:5]=[S:10]([CH2:12][C:13]([O:15][CH3:16])=[O:14])([CH2:17][C:18]([O:20][CH3:21])=[O:19])=[O:11])=[O:4], predict the reactants needed to synthesize it. The reactants are: [F:1][C:2]([F:7])([F:6])[C:3]([NH2:5])=[O:4].[O-2].[Mg+2].[S:10]([CH2:17][C:18]([O:20][CH3:21])=[O:19])([CH2:12][C:13]([O:15][CH3:16])=[O:14])=[O:11].C(OC1C(OC(=O)C)=C(I)C=CC=1)(=O)C. (3) Given the product [NH2:1][C:4]1[CH:5]=[C:6]([C:17]([F:20])([F:19])[F:18])[CH:7]=[C:8]([N:10]2[C:14](=[O:15])[N:13]([CH3:16])[N:12]=[N:11]2)[CH:9]=1, predict the reactants needed to synthesize it. The reactants are: [N+:1]([C:4]1[CH:5]=[C:6]([C:17]([F:20])([F:19])[F:18])[CH:7]=[C:8]([N:10]2[C:14](=[O:15])[N:13]([CH3:16])[N:12]=[N:11]2)[CH:9]=1)([O-])=O. (4) Given the product [CH3:19][C:18]([N:26]1[CH2:27][CH2:28][C:29]([NH:34][C:35]2[CH:40]=[CH:39][CH:38]=[CH:37][CH:36]=2)([C:9]2[S:10][CH:11]=[C:7]([CH3:6])[N:8]=2)[CH2:30][CH2:31]1)([C:20]1[CH:21]=[CH:22][CH:23]=[CH:24][CH:25]=1)[CH3:17], predict the reactants needed to synthesize it. The reactants are: O1CCCC1.[CH3:6][C:7]1[N:8]=[CH:9][S:10][CH:11]=1.C([Li])CCC.[CH3:17][C:18]([N:26]1[CH2:31][CH2:30][C:29]([NH:34][C:35]2[CH:40]=[CH:39][CH:38]=[CH:37][CH:36]=2)(C#N)[CH2:28][CH2:27]1)([C:20]1[CH:25]=[CH:24][CH:23]=[CH:22][CH:21]=1)[CH3:19]. (5) Given the product [Cl:17][C:14]1[CH:15]=[CH:16][C:11]([C:9]2[CH:10]=[C:5]([C:3]([NH:26][NH2:27])=[O:2])[CH:6]=[N:7][C:8]=2[O:19][CH2:20][C:21]([F:24])([F:23])[F:22])=[CH:12][C:13]=1[F:18], predict the reactants needed to synthesize it. The reactants are: C[O:2][C:3]([C:5]1[CH:6]=[N:7][C:8]([O:19][CH2:20][C:21]([F:24])([F:23])[F:22])=[C:9]([C:11]2[CH:16]=[CH:15][C:14]([Cl:17])=[C:13]([F:18])[CH:12]=2)[CH:10]=1)=O.O.[NH2:26][NH2:27].C([O-])([O-])=O.[Na+].[Na+]. (6) Given the product [C:22]([O:26][C:27]([C:29]1([CH2:38][O:14][S:7]([C:10]([F:13])([F:12])[F:11])(=[O:9])=[O:8])[CH2:34][CH2:33][N:32]([C:35](=[O:37])[CH3:36])[CH2:31][CH2:30]1)=[O:28])([CH3:25])([CH3:23])[CH3:24], predict the reactants needed to synthesize it. The reactants are: N1C=CC=CC=1.[S:7]([O:14]S(C(F)(F)F)(=O)=O)([C:10]([F:13])([F:12])[F:11])(=[O:9])=[O:8].[C:22]([O:26][C:27]([C:29]1([CH2:38]O)[CH2:34][CH2:33][N:32]([C:35](=[O:37])[CH3:36])[CH2:31][CH2:30]1)=[O:28])([CH3:25])([CH3:24])[CH3:23]. (7) Given the product [CH3:9][O:8][C:5]1[C:4]([NH2:10])=[CH:3][C:2]([B:11]2[O:15][C:14]([CH3:17])([CH3:16])[C:13]([CH3:19])([CH3:18])[O:12]2)=[CH:7][N:6]=1, predict the reactants needed to synthesize it. The reactants are: Br[C:2]1[CH:3]=[C:4]([NH2:10])[C:5]([O:8][CH3:9])=[N:6][CH:7]=1.[B:11]1([B:11]2[O:15][C:14]([CH3:17])([CH3:16])[C:13]([CH3:19])([CH3:18])[O:12]2)[O:15][C:14]([CH3:17])([CH3:16])[C:13]([CH3:19])([CH3:18])[O:12]1.C([O-])(=O)C.[K+]. (8) Given the product [CH3:24][O:25][CH2:26][CH2:27][N:28]([CH3:36])[C:29]1[N:30]=[CH:31][C:32]([NH:35][C:21]([C:14]2[O:13][CH:12]=[N:16][C:15]=2[C:17]([F:18])([F:19])[F:20])=[O:23])=[CH:33][CH:34]=1, predict the reactants needed to synthesize it. The reactants are: COCCOC1C=CC=CC=1[C:12]1[O:13][C:14]([C:21]([OH:23])=O)=[C:15]([C:17]([F:20])([F:19])[F:18])[N:16]=1.[CH3:24][O:25][CH2:26][CH2:27][N:28]([CH3:36])[C:29]1[CH:34]=[CH:33][C:32]([NH2:35])=[CH:31][N:30]=1.